Task: Binary Classification. Given a T-cell receptor sequence (or CDR3 region) and an epitope sequence, predict whether binding occurs between them.. Dataset: TCR-epitope binding with 47,182 pairs between 192 epitopes and 23,139 TCRs The TCR CDR3 sequence is CASSSMDGNYGYTF. The epitope is YLDAYNMMI. Result: 0 (the TCR does not bind to the epitope).